From a dataset of Reaction yield outcomes from USPTO patents with 853,638 reactions. Predict the reaction yield, written as a fraction of the theoretical maximum amount of product (1.0 means a 100% yield; for example, 0.34 means a 34% yield). The reactants are [NH:1]1[C:9]2[C:4](=[CH:5][CH:6]=[C:7]3[O:12][CH2:11][CH2:10][C:8]3=2)[C:3](=O)[C:2]1=O.[BH4-].[Na+].B(F)(F)F.CCOCC. The catalyst is O1CCCC1. The product is [NH:1]1[C:9]2[C:4](=[CH:5][CH:6]=[C:7]3[O:12][CH2:11][CH2:10][C:8]3=2)[CH:3]=[CH:2]1. The yield is 0.428.